From a dataset of NCI-60 drug combinations with 297,098 pairs across 59 cell lines. Regression. Given two drug SMILES strings and cell line genomic features, predict the synergy score measuring deviation from expected non-interaction effect. (1) Drug 1: C1=NC2=C(N1)C(=S)N=C(N2)N. Drug 2: CN(C(=O)NC(C=O)C(C(C(CO)O)O)O)N=O. Synergy scores: CSS=34.1, Synergy_ZIP=-1.38, Synergy_Bliss=-1.04, Synergy_Loewe=-0.105, Synergy_HSA=1.09. Cell line: SF-295. (2) Synergy scores: CSS=34.4, Synergy_ZIP=0.980, Synergy_Bliss=1.13, Synergy_Loewe=-22.2, Synergy_HSA=2.73. Drug 2: CC1=CC=C(C=C1)C2=CC(=NN2C3=CC=C(C=C3)S(=O)(=O)N)C(F)(F)F. Cell line: LOX IMVI. Drug 1: COC1=CC(=CC(=C1O)OC)C2C3C(COC3=O)C(C4=CC5=C(C=C24)OCO5)OC6C(C(C7C(O6)COC(O7)C8=CC=CS8)O)O. (3) Drug 1: C1=C(C(=O)NC(=O)N1)F. Drug 2: C(CC(=O)O)C(=O)CN.Cl. Cell line: HL-60(TB). Synergy scores: CSS=57.7, Synergy_ZIP=-3.78, Synergy_Bliss=-10.1, Synergy_Loewe=-21.6, Synergy_HSA=-9.51.